From a dataset of Peptide-MHC class I binding affinity with 185,985 pairs from IEDB/IMGT. Regression. Given a peptide amino acid sequence and an MHC pseudo amino acid sequence, predict their binding affinity value. This is MHC class I binding data. (1) The peptide sequence is LACAGLAYK. The binding affinity (normalized) is 0.524. The MHC is HLA-A11:01 with pseudo-sequence HLA-A11:01. (2) The peptide sequence is APKEFRGAL. The MHC is HLA-A01:01 with pseudo-sequence HLA-A01:01. The binding affinity (normalized) is 0.0847. (3) The peptide sequence is SHDLAPQFL. The binding affinity (normalized) is 0.0847. The MHC is HLA-A29:02 with pseudo-sequence HLA-A29:02. (4) The peptide sequence is FLPQIGGEAI. The MHC is HLA-A68:02 with pseudo-sequence HLA-A68:02. The binding affinity (normalized) is 0.188. (5) The peptide sequence is SLVWAPLILAYF. The MHC is HLA-B18:01 with pseudo-sequence HLA-B18:01. The binding affinity (normalized) is 0.00715. (6) The peptide sequence is VILYFMYRK. The MHC is HLA-A02:03 with pseudo-sequence HLA-A02:03. The binding affinity (normalized) is 0.0847. (7) The peptide sequence is YSQGAFTPL. The MHC is HLA-A01:01 with pseudo-sequence HLA-A01:01. The binding affinity (normalized) is 0.575. (8) The peptide sequence is GRLQSLQTY. The MHC is HLA-B40:01 with pseudo-sequence HLA-B40:01. The binding affinity (normalized) is 0.0847. (9) The peptide sequence is LLWSFQTSA. The binding affinity (normalized) is 0.748. The MHC is HLA-A02:01 with pseudo-sequence HLA-A02:01. (10) The peptide sequence is KEKGGLEGL. The MHC is HLA-B15:01 with pseudo-sequence HLA-B15:01. The binding affinity (normalized) is 0.102.